Dataset: Forward reaction prediction with 1.9M reactions from USPTO patents (1976-2016). Task: Predict the product of the given reaction. Given the reactants [CH2:1]([O:4][N:5]=[C:6]1[CH2:10][N:9]([C:11]([O:13]C(C)(C)C)=O)[C@H:8]([C:18]([OH:20])=O)[CH2:7]1)[CH:2]=[CH2:3].[C:21]1([CH:27]([C:31]2[CH:36]=[CH:35][CH:34]=[CH:33][CH:32]=2)C(Cl)=O)[CH:26]=[CH:25][CH:24]=[CH:23][CH:22]=1.[CH3:37][O:38][C:39]1[CH:40]=[C:41]([CH:44]=[CH:45][C:46]=1[O:47][CH3:48])[CH2:42][NH2:43], predict the reaction product. The product is: [CH2:1]([O:4][N:5]=[C:6]1[CH2:10][N:9]([C:11](=[O:13])[CH:27]([C:21]2[CH:22]=[CH:23][CH:24]=[CH:25][CH:26]=2)[C:31]2[CH:32]=[CH:33][CH:34]=[CH:35][CH:36]=2)[C@H:8]([C:18]([NH:43][CH2:42][C:41]2[CH:44]=[CH:45][C:46]([O:47][CH3:48])=[C:39]([O:38][CH3:37])[CH:40]=2)=[O:20])[CH2:7]1)[CH:2]=[CH2:3].